Dataset: Reaction yield outcomes from USPTO patents with 853,638 reactions. Task: Predict the reaction yield, written as a fraction of the theoretical maximum amount of product (1.0 means a 100% yield; for example, 0.34 means a 34% yield). (1) The reactants are [NH2:1][C:2]1[CH:3]=[C:4]2[C:8](=[CH:9][CH:10]=1)[NH:7][CH:6]=[C:5]2[CH:11]1[CH2:16][CH2:15][CH2:14][CH:13]([N:17]([CH3:25])[C:18](=[O:24])[O:19][C:20]([CH3:23])([CH3:22])[CH3:21])[CH2:12]1.I.[S:27]1[CH:31]=[CH:30][CH:29]=[C:28]1[C:32](SC)=[NH:33]. The catalyst is CCO. The product is [CH3:25][N:17]([CH:13]1[CH2:14][CH2:15][CH2:16][CH:11]([C:5]2[C:4]3[C:8](=[CH:9][CH:10]=[C:2]([NH:1][C:32]([C:28]4[S:27][CH:31]=[CH:30][CH:29]=4)=[NH:33])[CH:3]=3)[NH:7][CH:6]=2)[CH2:12]1)[C:18](=[O:24])[O:19][C:20]([CH3:21])([CH3:22])[CH3:23]. The yield is 0.810. (2) The reactants are [OH2:1].[OH-].[Li+].[Cl:4][C:5]1[CH:10]=[CH:9][C:8]([CH:11]2[C:15](=[O:16])[N:14]([C:17]([O:19][C:20]([CH3:23])([CH3:22])[CH3:21])=[O:18])[C:13]([CH3:25])([CH3:24])[CH2:12]2)=[CH:7][CH:6]=1. The catalyst is C1COCC1.CO.O. The product is [C:20]([O:19][C:17]([NH:14][C:13]([CH3:25])([CH3:24])[CH2:12][CH:11]([C:8]1[CH:9]=[CH:10][C:5]([Cl:4])=[CH:6][CH:7]=1)[C:15]([OH:1])=[O:16])=[O:18])([CH3:23])([CH3:22])[CH3:21]. The yield is 0.632. (3) The reactants are [Br:1][C:2]1[CH:7]=[CH:6][N:5]=[C:4]2[NH:8][CH:9]=[CH:10][C:3]=12.ClC1C=CC=C(C(OO)=[O:19])C=1. The catalyst is C(OCC)C. The product is [Br:1][C:2]1[CH:7]=[CH:6][N+:5]([O-:19])=[C:4]2[NH:8][CH:9]=[CH:10][C:3]=12. The yield is 0.870. (4) The reactants are [H-].[Na+].[NH:3]1[C:11]2[CH:10]=[CH:9][N:8]=[CH:7][C:6]=2[CH:5]=[CH:4]1.Cl[C:13]1[C:22]2[C:17](=[CH:18][CH:19]=[C:20]([O:23][CH3:24])[CH:21]=2)[N:16]=[C:15]([C:25]2[CH:26]=[N:27][CH:28]=[CH:29][CH:30]=2)[N:14]=1.O. The catalyst is CN(C=O)C. The product is [CH3:24][O:23][C:20]1[CH:21]=[C:22]2[C:17](=[CH:18][CH:19]=1)[N:16]=[C:15]([C:25]1[CH:26]=[N:27][CH:28]=[CH:29][CH:30]=1)[N:14]=[C:13]2[N:3]1[C:11]2[CH:10]=[CH:9][N:8]=[CH:7][C:6]=2[CH:5]=[CH:4]1. The yield is 0.810. (5) The reactants are [CH3:1][O:2][C:3]1[CH:8]=[CH:7][C:6]([CH2:9][C:10]#[N:11])=[CH:5][CH:4]=1.[C:12]1(=[O:18])[CH2:17][CH2:16][CH2:15][CH2:14][CH2:13]1.O.C(OCC)(=O)C. The catalyst is CO.CCCCCC. The product is [C:10]([CH:9]([C:6]1[CH:7]=[CH:8][C:3]([O:2][CH3:1])=[CH:4][CH:5]=1)[C:12]1([OH:18])[CH2:17][CH2:16][CH2:15][CH2:14][CH2:13]1)#[N:11]. The yield is 0.520. (6) The reactants are [F:1][CH:2]([F:32])[C:3]1[N:7]([C:8]2[N:13]=[C:12]([N:14]3[CH2:19][CH2:18][O:17][CH2:16][CH2:15]3)[N:11]=[C:10]([N:20]3[CH2:25][CH2:24][NH:23][CH2:22][CH2:21]3)[N:9]=2)[C:6]2[CH:26]=[CH:27][CH:28]=[C:29]([O:30][CH3:31])[C:5]=2[N:4]=1.Cl[CH2:34][CH2:35][S:36](Cl)(=[O:38])=[O:37].O.C(Cl)Cl.CCOC(C)=O. The catalyst is CN(C1C=CN=CC=1)C.N1C=CC=CC=1. The product is [F:32][CH:2]([F:1])[C:3]1[N:7]([C:8]2[N:13]=[C:12]([N:14]3[CH2:15][CH2:16][O:17][CH2:18][CH2:19]3)[N:11]=[C:10]([N:20]3[CH2:25][CH2:24][N:23]([S:36]([CH:35]=[CH2:34])(=[O:38])=[O:37])[CH2:22][CH2:21]3)[N:9]=2)[C:6]2[CH:26]=[CH:27][CH:28]=[C:29]([O:30][CH3:31])[C:5]=2[N:4]=1. The yield is 0.310. (7) The reactants are [F:1][C:2]1[C:7]([N+:8]([O-])=O)=[CH:6][C:5]([OH:11])=[C:4]([CH3:12])[CH:3]=1.[OH-].[Na+]. The catalyst is O.[Fe].S([O-])([O-])(=O)=O.[Fe+2]. The product is [F:1][C:2]1[CH:3]=[C:4]([CH3:12])[C:5]([OH:11])=[CH:6][C:7]=1[NH2:8]. The yield is 0.470.